Dataset: NCI-60 drug combinations with 297,098 pairs across 59 cell lines. Task: Regression. Given two drug SMILES strings and cell line genomic features, predict the synergy score measuring deviation from expected non-interaction effect. (1) Synergy scores: CSS=24.4, Synergy_ZIP=-11.7, Synergy_Bliss=-13.6, Synergy_Loewe=-18.3, Synergy_HSA=-11.3. Drug 1: C1C(C(OC1N2C=NC3=C(N=C(N=C32)Cl)N)CO)O. Cell line: KM12. Drug 2: C1=NNC2=C1C(=O)NC=N2. (2) Drug 1: CNC(=O)C1=CC=CC=C1SC2=CC3=C(C=C2)C(=NN3)C=CC4=CC=CC=N4. Drug 2: CC1=C2C(C(=O)C3(C(CC4C(C3C(C(C2(C)C)(CC1OC(=O)C(C(C5=CC=CC=C5)NC(=O)C6=CC=CC=C6)O)O)OC(=O)C7=CC=CC=C7)(CO4)OC(=O)C)O)C)OC(=O)C. Cell line: HOP-92. Synergy scores: CSS=23.5, Synergy_ZIP=-0.675, Synergy_Bliss=0.463, Synergy_Loewe=-20.6, Synergy_HSA=-0.393. (3) Drug 1: CN(C)C1=NC(=NC(=N1)N(C)C)N(C)C. Drug 2: CC1=C(N=C(N=C1N)C(CC(=O)N)NCC(C(=O)N)N)C(=O)NC(C(C2=CN=CN2)OC3C(C(C(C(O3)CO)O)O)OC4C(C(C(C(O4)CO)O)OC(=O)N)O)C(=O)NC(C)C(C(C)C(=O)NC(C(C)O)C(=O)NCCC5=NC(=CS5)C6=NC(=CS6)C(=O)NCCC[S+](C)C)O. Cell line: OVCAR-8. Synergy scores: CSS=-1.84, Synergy_ZIP=-0.145, Synergy_Bliss=2.45, Synergy_Loewe=-17.9, Synergy_HSA=-4.64. (4) Drug 1: C1=CN(C(=O)N=C1N)C2C(C(C(O2)CO)O)O.Cl. Drug 2: CN1C(=O)N2C=NC(=C2N=N1)C(=O)N. Cell line: SN12C. Synergy scores: CSS=19.6, Synergy_ZIP=-7.79, Synergy_Bliss=4.05, Synergy_Loewe=-26.4, Synergy_HSA=2.50. (5) Cell line: OVCAR-4. Drug 2: C1CC(=O)NC(=O)C1N2C(=O)C3=CC=CC=C3C2=O. Drug 1: CCC1=CC2CC(C3=C(CN(C2)C1)C4=CC=CC=C4N3)(C5=C(C=C6C(=C5)C78CCN9C7C(C=CC9)(C(C(C8N6C)(C(=O)OC)O)OC(=O)C)CC)OC)C(=O)OC.C(C(C(=O)O)O)(C(=O)O)O. Synergy scores: CSS=24.4, Synergy_ZIP=-5.11, Synergy_Bliss=-0.187, Synergy_Loewe=-23.3, Synergy_HSA=-1.16. (6) Drug 1: C1C(C(OC1N2C=NC3=C(N=C(N=C32)Cl)N)CO)O. Drug 2: CC1=C(C=C(C=C1)NC(=O)C2=CC=C(C=C2)CN3CCN(CC3)C)NC4=NC=CC(=N4)C5=CN=CC=C5. Cell line: SK-OV-3. Synergy scores: CSS=15.1, Synergy_ZIP=2.13, Synergy_Bliss=1.43, Synergy_Loewe=-10.9, Synergy_HSA=-1.68.